Dataset: Catalyst prediction with 721,799 reactions and 888 catalyst types from USPTO. Task: Predict which catalyst facilitates the given reaction. (1) Reactant: N(C(OCC)=O)=NC(OCC)=O.[CH2:13]([O:16][C:17]1[C:25]([C:26]([F:29])([F:28])[F:27])=[CH:24][CH:23]=[C:22]([CH2:30][O:31][C:32]2[CH:37]=[CH:36][C:35]([C:38]3[CH:43]=[CH:42][C:41]([CH2:44][C:45]([O:47][CH2:48][CH:49]=[CH2:50])=[O:46])=[CH:40][CH:39]=3)=[CH:34][CH:33]=2)[C:18]=1[C:19]([OH:21])=[O:20])[CH:14]=[CH2:15].[CH3:51][CH:52](O)[CH3:53].C1(P(C2C=CC=CC=2)C2C=CC=CC=2)C=CC=CC=1. Product: [CH2:13]([O:16][C:17]1[C:25]([C:26]([F:28])([F:29])[F:27])=[CH:24][CH:23]=[C:22]([CH2:30][O:31][C:32]2[CH:37]=[CH:36][C:35]([C:38]3[CH:39]=[CH:40][C:41]([CH2:44][C:45]([O:47][CH2:48][CH:49]=[CH2:50])=[O:46])=[CH:42][CH:43]=3)=[CH:34][CH:33]=2)[C:18]=1[C:19]([O:21][CH:52]([CH3:53])[CH3:51])=[O:20])[CH:14]=[CH2:15]. The catalyst class is: 7. (2) Reactant: [OH:1][C:2]1[CH:15]=[CH:14][C:13]([CH3:16])=[CH:12][C:3]=1[C:4]([C:6]1[CH:11]=[CH:10][CH:9]=[CH:8][CH:7]=1)=[O:5].CI.[CH3:19]C(C)=O. The catalyst class is: 6. Product: [CH3:19][O:1][C:2]1[CH:15]=[CH:14][C:13]([CH3:16])=[CH:12][C:3]=1[C:4]([C:6]1[CH:11]=[CH:10][CH:9]=[CH:8][CH:7]=1)=[O:5]. (3) Reactant: [Br:1][C:2]1[CH:7]=[CH:6][C:5](I)=[CH:4][CH:3]=1.C1C=NC2C3N=CC=CC=3C=CC=2C=1.[CH:23]1([OH:29])[CH2:28][CH2:27][CH2:26][CH2:25][CH2:24]1.C([O-])([O-])=O.[Cs+].[Cs+]. Product: [Br:1][C:2]1[CH:7]=[CH:6][C:5]([O:29][CH:23]2[CH2:28][CH2:27][CH2:26][CH2:25][CH2:24]2)=[CH:4][CH:3]=1. The catalyst class is: 432. (4) Reactant: [Cl:1][C:2]1[CH:12]=[CH:11][C:5]2[NH:6][C:7](=O)[CH2:8][O:9][C:4]=2[CH:3]=1.B.C1COCC1. The catalyst class is: 1. Product: [Cl:1][C:2]1[CH:12]=[CH:11][C:5]2[NH:6][CH2:7][CH2:8][O:9][C:4]=2[CH:3]=1. (5) Reactant: [CH3:1][O:2][C:3]1[CH:4]=[C:5]([CH2:11][CH2:12][N:13]([CH2:21][CH2:22][CH2:23][N:24]2[C:33](=[O:34])[CH2:32][C:31]3[CH:30]=[CH:29][C:28]4[N:35]=[C:36]([C:38]5[CH:43]=[CH:42][CH:41]=[CH:40][C:39]=5[O:44][CH3:45])[NH:37][C:27]=4[C:26]=3[C:25]2=[O:46])[C:14](=[O:20])[O:15][C:16]([CH3:19])([CH3:18])[CH3:17])[CH:6]=[CH:7][C:8]=1[O:9][CH3:10].Br[CH2:48][CH2:49][CH2:50]Br.[OH-].[Na+].[CH3:54][CH2:55]O. Product: [CH3:1][O:2][C:3]1[CH:4]=[C:5]([CH2:11][CH2:12][N:13]([CH2:21][CH2:22][CH2:23][N:24]2[C:33](=[O:34])[C:32]3([CH2:55][CH2:54][CH2:50][CH2:49][CH2:48]3)[C:31]3[CH:30]=[CH:29][C:28]4[N:35]=[C:36]([C:38]5[CH:43]=[CH:42][CH:41]=[CH:40][C:39]=5[O:44][CH3:45])[NH:37][C:27]=4[C:26]=3[C:25]2=[O:46])[C:14](=[O:20])[O:15][C:16]([CH3:17])([CH3:19])[CH3:18])[CH:6]=[CH:7][C:8]=1[O:9][CH3:10]. The catalyst class is: 6. (6) Reactant: [CH3:1][C:2]([CH3:15])=[C:3]([C:5]1[CH:14]=[CH:13][C:8]([C:9]([O:11][CH3:12])=[O:10])=[CH:7][CH:6]=1)[CH3:4].[H][H]. Product: [CH3:1][CH:2]([CH3:15])[CH:3]([C:5]1[CH:6]=[CH:7][C:8]([C:9]([O:11][CH3:12])=[O:10])=[CH:13][CH:14]=1)[CH3:4]. The catalyst class is: 19. (7) Reactant: [Cl:1][C:2]1[CH:8]=[CH:7][C:5]([NH2:6])=[C:4]([C:9]2[CH:14]=[C:13]([O:15][CH3:16])[N:12]=[CH:11][N:10]=2)[C:3]=1[F:17].[CH2:18]([O:23]N=O)[CH2:19][CH:20](C)C.[Si]([N:30]=[N+:31]=[N-])(C)(C)C.C(O)C#C. Product: [Cl:1][C:2]1[CH:8]=[CH:7][C:5]([N:6]2[CH:20]=[C:19]([CH2:18][OH:23])[N:31]=[N:30]2)=[C:4]([C:9]2[CH:14]=[C:13]([O:15][CH3:16])[N:12]=[CH:11][N:10]=2)[C:3]=1[F:17]. The catalyst class is: 290.